This data is from TCR-epitope binding with 47,182 pairs between 192 epitopes and 23,139 TCRs. The task is: Binary Classification. Given a T-cell receptor sequence (or CDR3 region) and an epitope sequence, predict whether binding occurs between them. The epitope is TPINLVRDL. The TCR CDR3 sequence is CSVTGTSGASYNEQFF. Result: 1 (the TCR binds to the epitope).